From a dataset of NCI-60 drug combinations with 297,098 pairs across 59 cell lines. Regression. Given two drug SMILES strings and cell line genomic features, predict the synergy score measuring deviation from expected non-interaction effect. (1) Drug 1: CN(C)N=NC1=C(NC=N1)C(=O)N. Drug 2: COC1=NC(=NC2=C1N=CN2C3C(C(C(O3)CO)O)O)N. Synergy scores: CSS=-2.71, Synergy_ZIP=2.08, Synergy_Bliss=-0.103, Synergy_Loewe=-2.46, Synergy_HSA=-2.69. Cell line: NCI-H322M. (2) Drug 1: CN(CCCl)CCCl.Cl. Drug 2: C1CC(=O)NC(=O)C1N2C(=O)C3=CC=CC=C3C2=O. Cell line: MDA-MB-435. Synergy scores: CSS=0.566, Synergy_ZIP=0.275, Synergy_Bliss=0.844, Synergy_Loewe=-3.47, Synergy_HSA=-2.96.